Dataset: Reaction yield outcomes from USPTO patents with 853,638 reactions. Task: Predict the reaction yield, written as a fraction of the theoretical maximum amount of product (1.0 means a 100% yield; for example, 0.34 means a 34% yield). (1) The reactants are [C:1]([O:5][C:6]([NH:8][C:9]1[CH:14]=[CH:13][CH:12]=[CH:11][C:10]=1[NH:15][C:16](=[O:24])[C:17]1[CH:22]=[CH:21][C:20](Br)=[CH:19][CH:18]=1)=[O:7])([CH3:4])([CH3:3])[CH3:2].[N:25]1[CH:30]=[CH:29][C:28](B(O)O)=[CH:27][CH:26]=1.C(=O)([O-])O.[Na+]. The yield is 0.800. The product is [C:1]([O:5][C:6]([NH:8][C:9]1[CH:14]=[CH:13][CH:12]=[CH:11][C:10]=1[NH:15][C:16](=[O:24])[C:17]1[CH:22]=[CH:21][C:20]([C:28]2[CH:29]=[CH:30][N:25]=[CH:26][CH:27]=2)=[CH:19][CH:18]=1)=[O:7])([CH3:4])([CH3:3])[CH3:2]. The catalyst is [Pd].C1(P(C2C=CC=CC=2)C2C=CC=CC=2)C=CC=CC=1.C1(P(C2C=CC=CC=2)C2C=CC=CC=2)C=CC=CC=1.C1(P(C2C=CC=CC=2)C2C=CC=CC=2)C=CC=CC=1.C1(P(C2C=CC=CC=2)C2C=CC=CC=2)C=CC=CC=1.C1COCC1. (2) The reactants are [C:1]([Si:5]([CH3:8])([CH3:7])Cl)([CH3:4])([CH3:3])[CH3:2].[CH2:9]([OH:13])[C@H:10]([OH:12])[CH3:11].N1C=CN=C1. The catalyst is ClCCl. The product is [O:13]([CH2:9][C@H:10]([OH:12])[CH3:11])[Si:5]([C:1]([CH3:4])([CH3:3])[CH3:2])([CH3:8])[CH3:7]. The yield is 0.960. (3) The reactants are [CH:1]1([C:4]([CH:6]2[CH2:11][CH2:10][N:9]([C:12]([O:14][C:15]([CH3:18])([CH3:17])[CH3:16])=[O:13])[CH2:8][CH2:7]2)=[CH2:5])[CH2:3][CH2:2]1. The catalyst is O.[Ru](=O)=O.C(O)(C)C. The product is [CH:1]1([CH:4]([CH:6]2[CH2:7][CH2:8][N:9]([C:12]([O:14][C:15]([CH3:16])([CH3:18])[CH3:17])=[O:13])[CH2:10][CH2:11]2)[CH3:5])[CH2:3][CH2:2]1. The yield is 0.929. (4) The reactants are [Br:1][C:2]1[CH:7]=[CH:6][C:5]([CH2:8][NH2:9])=[C:4]([O:10][C:11]([F:14])([F:13])[F:12])[CH:3]=1.[CH3:15][C:16]1[N:21]=[C:20]([NH:22][CH3:23])[N:19]=[C:18]([NH:24][CH:25]2[CH2:30][CH2:29][CH2:28][CH:27]([C:31](O)=[O:32])[CH2:26]2)[N:17]=1.F[P-](F)(F)(F)(F)F.N1(O[P+](N(C)C)(N(C)C)N(C)C)C2C=CC=CC=2N=N1.C(N(C(C)C)CC)(C)C. The catalyst is CN(C)C=O.O. The product is [Br:1][C:2]1[CH:7]=[CH:6][C:5]([CH2:8][NH:9][C:31]([CH:27]2[CH2:28][CH2:29][CH2:30][CH:25]([NH:24][C:18]3[N:17]=[C:16]([CH3:15])[N:21]=[C:20]([NH:22][CH3:23])[N:19]=3)[CH2:26]2)=[O:32])=[C:4]([O:10][C:11]([F:12])([F:13])[F:14])[CH:3]=1. The yield is 0.530. (5) The reactants are [N+:1]([C:4]1[CH:9]=[CH:8][C:7]([CH2:10][CH2:11][OH:12])=[CH:6][CH:5]=1)([O-:3])=[O:2].C1N2CCN(CC2)C1.[N+:21]([C:24]1[CH:29]=[CH:28][C:27]([S:30](Cl)(=[O:32])=[O:31])=[CH:26][CH:25]=1)([O-:23])=[O:22].O. The catalyst is C(Cl)Cl. The product is [N+:1]([C:4]1[CH:5]=[CH:6][C:7]([CH2:10][CH2:11][O:12][S:30]([C:27]2[CH:26]=[CH:25][C:24]([N+:21]([O-:23])=[O:22])=[CH:29][CH:28]=2)(=[O:31])=[O:32])=[CH:8][CH:9]=1)([O-:3])=[O:2]. The yield is 0.820. (6) The reactants are [Br:1][C:2]1[CH:7]=[CH:6][C:5]([C:8]2[NH:12][CH:11]=[N:10][N:9]=2)=[CH:4][CH:3]=1.[O:13]1[CH:18]=[CH:17][CH2:16][CH2:15][CH2:14]1.CS(O)(=O)=O. The catalyst is O1CCCC1. The product is [Br:1][C:2]1[CH:3]=[CH:4][C:5]([C:8]2[N:12]([CH:14]3[CH2:15][CH2:16][CH2:17][CH2:18][O:13]3)[CH:11]=[N:10][N:9]=2)=[CH:6][CH:7]=1. The yield is 0.700. (7) The reactants are Cl[C:2]1[N:10]=[CH:9][N:8]=[C:7]2[C:3]=1[N:4]=[C:5]([C:11]1[C:16]([Cl:17])=[CH:15][CH:14]=[CH:13][C:12]=1[Cl:18])[NH:6]2.[N:19]1[CH:24]=[CH:23][C:22]([NH2:25])=[N:21][CH:20]=1.CC1(C)C2C(=C(P(C3C=CC=CC=3)C3C=CC=CC=3)C=CC=2)OC2C(P(C3C=CC=CC=3)C3C=CC=CC=3)=CC=CC1=2.C([O-])([O-])=O.[Cs+].[Cs+]. The catalyst is C1C=CC(/C=C/C(/C=C/C2C=CC=CC=2)=O)=CC=1.C1C=CC(/C=C/C(/C=C/C2C=CC=CC=2)=O)=CC=1.C1C=CC(/C=C/C(/C=C/C2C=CC=CC=2)=O)=CC=1.[Pd].[Pd].O1CCOCC1. The product is [Cl:18][C:12]1[CH:13]=[CH:14][CH:15]=[C:16]([Cl:17])[C:11]=1[C:5]1[NH:6][C:7]2[C:3]([N:4]=1)=[C:2]([NH:25][C:22]1[CH:23]=[CH:24][N:19]=[CH:20][N:21]=1)[N:10]=[CH:9][N:8]=2. The yield is 0.0980. (8) The reactants are [Cl:1][C:2]1[N:7]=[C:6]([CH2:8][C:9]([C:11]2[CH:12]=[C:13]([NH:18][C:19](=[O:24])[O:20][CH2:21][CH:22]=[CH2:23])[CH:14]=[CH:15][C:16]=2[F:17])=O)[CH:5]=[CH:4][N:3]=1.[CH2:25]1C(=O)N(Br)C(=O)C1.[CH3:33][CH:34]([CH3:38])[C:35](=[S:37])[NH2:36]. No catalyst specified. The product is [Cl:1][C:2]1[N:7]=[C:6]([C:8]2[S:37][C:35]([C:34]([CH3:25])([CH3:38])[CH3:33])=[N:36][C:9]=2[C:11]2[CH:12]=[C:13]([NH:18][C:19](=[O:24])[O:20][CH2:21][CH:22]=[CH2:23])[CH:14]=[CH:15][C:16]=2[F:17])[CH:5]=[CH:4][N:3]=1. The yield is 0.449.